From a dataset of Full USPTO retrosynthesis dataset with 1.9M reactions from patents (1976-2016). Predict the reactants needed to synthesize the given product. (1) Given the product [Cl:1][C:2]1[CH:7]=[C:6]([Cl:8])[CH:5]=[CH:4][C:3]=1[NH:10][C:11]1[CH:12]=[C:13]2[C:18]3=[C:19]([CH2:21][CH2:22][CH2:23][N:17]3[CH2:16][C@@H:15]3[CH2:24][NH:25][CH2:26][C@@H:14]23)[CH:20]=1, predict the reactants needed to synthesize it. The reactants are: [Cl:1][C:2]1[CH:7]=[C:6]([Cl:8])[CH:5]=[CH:4][C:3]=1Br.[NH2:10][C:11]1[CH:12]=[C:13]2[C:18]3=[C:19]([CH2:21][CH2:22][CH2:23][N:17]3[CH2:16][C@@H:15]3[CH2:24][N:25](C(OC(C)(C)C)=O)[CH2:26][C@@H:14]23)[CH:20]=1. (2) Given the product [CH3:14][O:15][CH2:16][C:17]1[O:13][C:7]([C:4]2[CH:3]=[CH:2][CH:1]=[CH:6][CH:5]=2)=[C:8]([C:9]([OH:11])=[O:10])[N:12]=1, predict the reactants needed to synthesize it. The reactants are: [CH:1]1[CH:6]=[CH:5][C:4]([CH:7]([OH:13])[CH:8]([NH2:12])[C:9]([OH:11])=[O:10])=[CH:3][CH:2]=1.[CH3:14][O:15][CH2:16][C:17](O)=O. (3) Given the product [CH3:36][N:37]1[CH:41]=[C:40]([C:19]2[CH:20]=[C:13]3[C:14]([C:15]([NH:35][C@H:31]4[CH2:33][CH2:34][NH:29][CH2:30]4)=[N:16][C:5]([C:4]4[CH:8]=[CH:9][CH:10]=[CH:11][C:3]=4[OH:2])=[N:12]3)=[CH:17][CH:18]=2)[CH:39]=[N:38]1, predict the reactants needed to synthesize it. The reactants are: C[O:2][C:3]1[CH:11]=[CH:10][CH:9]=[CH:8][C:4]=1[C:5](Cl)=O.[NH2:12][C:13]1[CH:20]=[C:19](Br)[CH:18]=[CH:17][C:14]=1[C:15]#[N:16].C(OC([N:29]1[CH2:34][CH2:33]C[C@H:31]([NH2:35])[CH2:30]1)=O)(C)(C)C.[CH3:36][N:37]1[CH:41]=[C:40](B2OC(C)(C)C(C)(C)O2)[CH:39]=[N:38]1. (4) Given the product [N:1]1([CH2:7][CH2:8][NH:9][C:20]([C:18]2[S:19][C:12]3[C:13](=[N:14][CH:15]=[CH:16][C:11]=3[Cl:10])[CH:17]=2)=[O:21])[CH2:6][CH2:5][CH2:4][CH2:3][CH2:2]1, predict the reactants needed to synthesize it. The reactants are: [N:1]1([CH2:7][CH2:8][NH2:9])[CH2:6][CH2:5][CH2:4][CH2:3][CH2:2]1.[Cl:10][C:11]1[CH:16]=[CH:15][N:14]=[C:13]2[CH:17]=[C:18]([C:20]([O-])=[O:21])[S:19][C:12]=12.[Li+]. (5) Given the product [O:21]1[C:25]([C:26]2[CH:27]=[CH:28][C:29]([NH:32][C:2]3[N:3]=[CH:4][C:5]4[CH:10]=[CH:9][N:8]([CH2:11][CH2:12][CH2:13][NH:14][C:15]([CH:17]5[CH2:20][CH2:19][CH2:18]5)=[O:16])[C:6]=4[N:7]=3)=[CH:30][CH:31]=2)=[CH:24][N:23]=[CH:22]1, predict the reactants needed to synthesize it. The reactants are: Cl[C:2]1[N:3]=[CH:4][C:5]2[CH:10]=[CH:9][N:8]([CH2:11][CH2:12][CH2:13][NH:14][C:15]([CH:17]3[CH2:20][CH2:19][CH2:18]3)=[O:16])[C:6]=2[N:7]=1.[O:21]1[C:25]([C:26]2[CH:31]=[CH:30][C:29]([NH2:32])=[CH:28][CH:27]=2)=[CH:24][N:23]=[CH:22]1.CC1(C)C2C(=C(P(C3C=CC=CC=3)C3C=CC=CC=3)C=CC=2)OC2C(P(C3C=CC=CC=3)C3C=CC=CC=3)=CC=CC1=2.CC(C)([O-])C.[Na+]. (6) Given the product [Br:20][C:17]1[CH:16]=[CH:15][CH:14]=[C:13]2[C:18]=1[CH:19]=[C:11]([C:9]([NH2:37])=[O:8])[N:12]2[CH2:21][C:22]1[CH:27]=[CH:26][CH:25]=[C:24]([F:28])[CH:23]=1, predict the reactants needed to synthesize it. The reactants are: C([O:8][C:9]([C:11]1[N:12]([CH2:21][C:22]2[CH:27]=[CH:26][CH:25]=[C:24]([F:28])[CH:23]=2)[C:13]2[C:18]([CH:19]=1)=[C:17]([Br:20])[CH:16]=[CH:15][CH:14]=2)=O)C1C=CC=CC=1.[OH-].[Na+].C(Cl)(=O)C(Cl)=O.[NH3:37]. (7) Given the product [CH:20]1([C:2]2[CH:11]=[CH:10][CH:9]=[C:8]3[C:3]=2[CH:4]=[CH:5][C:6]([C:12]2[CH:17]=[C:16]([CH3:18])[CH:15]=[C:14]([CH3:19])[CH:13]=2)=[N:7]3)[CH2:24][CH2:23][CH2:22][CH2:21]1, predict the reactants needed to synthesize it. The reactants are: Cl[C:2]1[CH:11]=[CH:10][CH:9]=[C:8]2[C:3]=1[CH:4]=[CH:5][C:6]([C:12]1[CH:17]=[C:16]([CH3:18])[CH:15]=[C:14]([CH3:19])[CH:13]=1)=[N:7]2.[CH:20]1([Mg]I)[CH2:24][CH2:23][CH2:22][CH2:21]1.